From a dataset of Full USPTO retrosynthesis dataset with 1.9M reactions from patents (1976-2016). Predict the reactants needed to synthesize the given product. (1) The reactants are: [CH2:1]([NH:8][C:9]1([C:12]2[CH:17]=[CH:16][C:15]([Br:18])=[CH:14][CH:13]=2)[CH2:11][CH2:10]1)[C:2]1[CH:7]=[CH:6][CH:5]=[CH:4][CH:3]=1.[C:19]([O-])([O-])=O.[K+].[K+].IC. Given the product [CH2:1]([N:8]([C:9]1([C:12]2[CH:13]=[CH:14][C:15]([Br:18])=[CH:16][CH:17]=2)[CH2:11][CH2:10]1)[CH3:19])[C:2]1[CH:3]=[CH:4][CH:5]=[CH:6][CH:7]=1, predict the reactants needed to synthesize it. (2) Given the product [F:1][C:2]1[CH:3]=[CH:4][C:5]([O:10][CH:14]2[CH2:15][CH2:16][S:11][CH2:12][CH2:13]2)=[C:6]([CH:9]=1)[CH:7]=[O:8], predict the reactants needed to synthesize it. The reactants are: [F:1][C:2]1[CH:9]=[C:6]([CH:7]=[O:8])[C:5]([OH:10])=[CH:4][CH:3]=1.[S:11]1[CH2:16][CH2:15][CH:14](OS(C)(=O)=O)[CH2:13][CH2:12]1.C(=O)([O-])[O-].[K+].[K+]. (3) Given the product [CH3:58][N:59]1[C:63]([CH3:64])=[CH:62][CH:61]=[C:60]1[CH2:65][NH:66][C:22]([C:21]1[CH:20]=[N:19][N:12]2[C@H:13]([C:15]([F:16])([F:18])[F:17])[CH2:14][C@H:9]([C:6]3[CH:5]=[CH:4][C:3]([CH2:1][CH3:2])=[CH:8][CH:7]=3)[NH:10][C:11]=12)=[O:24], predict the reactants needed to synthesize it. The reactants are: [CH2:1]([C:3]1[CH:8]=[CH:7][C:6]([C@H:9]2[CH2:14][C@@H:13]([C:15]([F:18])([F:17])[F:16])[N:12]3[N:19]=[CH:20][C:21]([C:22]([OH:24])=O)=[C:11]3[NH:10]2)=[CH:5][CH:4]=1)[CH3:2].CN(C(ON1N=NC2C=CC=NC1=2)=[N+](C)C)C.F[P-](F)(F)(F)(F)F.C(N(CC)C(C)C)(C)C.[CH3:58][N:59]1[C:63]([CH3:64])=[CH:62][CH:61]=[C:60]1[CH2:65][NH2:66]. (4) Given the product [Cl:36][C:32]1[CH:31]=[C:30]([NH:29][C:28]([N:27]=[S:25]([C:22]2[CH:21]=[CH:20][C:19]([NH:18][C:2]3[N:7]=[C:6]([NH:8][C@H:9]([CH3:12])[CH2:10][OH:11])[C:5]([C:13]4[S:14][CH:15]=[CH:16][CH:17]=4)=[CH:4][N:3]=3)=[CH:24][CH:23]=2)([CH3:38])=[O:26])=[O:37])[CH:35]=[CH:34][CH:33]=1, predict the reactants needed to synthesize it. The reactants are: Cl[C:2]1[N:7]=[C:6]([NH:8][C@H:9]([CH3:12])[CH2:10][OH:11])[C:5]([C:13]2[S:14][CH:15]=[CH:16][CH:17]=2)=[CH:4][N:3]=1.[NH2:18][C:19]1[CH:24]=[CH:23][C:22]([S:25]([CH3:38])(=[N:27][C:28](=[O:37])[NH:29][C:30]2[CH:35]=[CH:34][CH:33]=[C:32]([Cl:36])[CH:31]=2)=[O:26])=[CH:21][CH:20]=1. (5) Given the product [CH2:38]([N:1]1[CH:5]=[C:4]([C:10]2[CH:28]=[CH:27][C:13]([CH2:14][NH:15][C:16]([N:18]3[CH2:26][C:25]4[C:20](=[CH:21][CH:22]=[CH:23][CH:24]=4)[CH2:19]3)=[O:17])=[CH:12][CH:11]=2)[CH:3]=[N:2]1)[CH2:30][CH3:31], predict the reactants needed to synthesize it. The reactants are: [NH:1]1[CH:5]=[CH:4][C:3](B(O)O)=[N:2]1.Br[C:10]1[CH:28]=[CH:27][C:13]([CH2:14][NH:15][C:16]([N:18]2[CH2:26][C:25]3[C:20](=[CH:21][CH:22]=[CH:23][CH:24]=3)[CH2:19]2)=[O:17])=[CH:12][CH:11]=1.Br[C:30]1[CH:31]=C2C(=C[CH:38]=1)CN(C(NC1C=CC(C(=O)NCCC)=CC=1)=O)C2. (6) Given the product [ClH:47].[CH3:8][NH:7][C@@H:9]([CH3:10])[C:11]([NH:12][C@H:13]1[CH2:19][S:18][C:17]2[C:20]([NH:24][C:39](=[O:46])[C:40]3[CH:45]=[CH:44][CH:43]=[CH:42][CH:41]=3)=[CH:21][CH:22]=[CH:23][C:16]=2[N:15]([CH2:25][C:26]2[C:35]3[C:30](=[CH:31][CH:32]=[CH:33][CH:34]=3)[CH:29]=[CH:28][CH:27]=2)[C:14]1=[O:36])=[O:37], predict the reactants needed to synthesize it. The reactants are: C(OC(=O)[N:7]([C@H:9]([C:11](=[O:37])[NH:12][C@H:13]1[CH2:19][S:18][C:17]2[C:20]([NH2:24])=[CH:21][CH:22]=[CH:23][C:16]=2[N:15]([CH2:25][C:26]2[C:35]3[C:30](=[CH:31][CH:32]=[CH:33][CH:34]=3)[CH:29]=[CH:28][CH:27]=2)[C:14]1=[O:36])[CH3:10])[CH3:8])(C)(C)C.[C:39]([Cl:47])(=[O:46])[C:40]1[CH:45]=[CH:44][CH:43]=[CH:42][CH:41]=1. (7) Given the product [ClH:42].[CH:1]([O:4][C:5]([C:7]1[N:8]=[C:9]([C:38]([F:40])([F:39])[F:41])[N:10]2[CH2:15][CH2:14][N:13]([C:16](=[O:37])[CH2:17][C@H:18]([NH2:29])[CH2:19][C:20]3[CH:25]=[C:24]([F:26])[C:23]([F:27])=[CH:22][C:21]=3[F:28])[CH2:12][C:11]=12)=[O:6])([CH3:3])[CH3:2], predict the reactants needed to synthesize it. The reactants are: [CH:1]([O:4][C:5]([C:7]1[N:8]=[C:9]([C:38]([F:41])([F:40])[F:39])[N:10]2[CH2:15][CH2:14][N:13]([C:16](=[O:37])[CH2:17][C@H:18]([NH:29]C(OC(C)(C)C)=O)[CH2:19][C:20]3[CH:25]=[C:24]([F:26])[C:23]([F:27])=[CH:22][C:21]=3[F:28])[CH2:12][C:11]=12)=[O:6])([CH3:3])[CH3:2].[ClH:42]. (8) Given the product [CH3:22][N:8]1[C:9](=[O:18])[C:10]2[N:11]([CH2:15][CH:16]=[CH2:17])[CH:12]=[N:13][C:14]=2[N:6]([CH2:1][CH2:2][CH2:3][CH2:4][CH3:5])[C:7]1=[O:19], predict the reactants needed to synthesize it. The reactants are: [CH2:1]([N:6]1[C:14]2[N:13]=[CH:12][N:11]([CH2:15][CH:16]=[CH2:17])[C:10]=2[C:9](=[O:18])[NH:8][C:7]1=[O:19])[CH2:2][CH2:3][CH2:4][CH3:5].CI.[C:22](=O)([O-])[O-].[K+].[K+].